This data is from CYP2D6 inhibition data for predicting drug metabolism from PubChem BioAssay. The task is: Regression/Classification. Given a drug SMILES string, predict its absorption, distribution, metabolism, or excretion properties. Task type varies by dataset: regression for continuous measurements (e.g., permeability, clearance, half-life) or binary classification for categorical outcomes (e.g., BBB penetration, CYP inhibition). Dataset: cyp2d6_veith. (1) The drug is O=C(CNC(=O)c1cccs1)NCC(=O)OCc1ccc(Cl)cc1. The result is 1 (inhibitor). (2) The molecule is c1ccc(N2CC3(CCNCC3)C2)nc1. The result is 0 (non-inhibitor).